From a dataset of hERG potassium channel inhibition data for cardiac toxicity prediction from Karim et al.. Regression/Classification. Given a drug SMILES string, predict its toxicity properties. Task type varies by dataset: regression for continuous values (e.g., LD50, hERG inhibition percentage) or binary classification for toxic/non-toxic outcomes (e.g., AMES mutagenicity, cardiotoxicity, hepatotoxicity). Dataset: herg_karim. (1) The compound is CNS(=O)(=O)Nc1ccc2ccc3ncc(-c4cnn(C)c4)cc3c(=O)c2c1. The result is 0 (non-blocker). (2) The result is 0 (non-blocker). The molecule is O[C@H]1CC[C@H](Nc2ccn3ncc(-c4cccc(C(F)(F)F)c4)c3n2)CC1. (3) The compound is CS(=O)(=O)NC(=O)C1CC2(c3ccc(F)cc3)NC1CCC2NCc1cc(OC(F)(F)F)ccc1OC1CC1. The result is 1 (blocker). (4) The drug is O=C1CCc2c(Oc3ccc4c(c3)C[C@H](NC(=O)c3cc(CN5CCOCC5CO)cc(C(F)(F)F)c3)CC4)ccnc2N1. The result is 0 (non-blocker). (5) The drug is Cc1ccc([C@@H](C)N2[C@H]3CC[C@@H]2C[C@@H](Oc2cccc(C(N)=O)c2)C3)cn1. The result is 1 (blocker). (6) The molecule is CSc1nn2c(N3CCNCC3)c3c(nc2c1S(=O)(=O)c1ccccc1)CCC3. The result is 1 (blocker). (7) The drug is Cc1ccnc(NC(=O)c2ccc(-c3ccc(Cl)cc3)o2)c1. The result is 0 (non-blocker). (8) The compound is CC1(C)CC(NC(=O)C(C)(O)C(F)(F)F)c2cc(-c3ccc(Cl)cc3)c(-c3ccc(Cl)cc3Cl)nc2O1. The result is 1 (blocker). (9) The drug is COc1cccc(C(=O)Nc2ccc(OCCN3CCOCC3)c(-c3ccnn3C)c2)c1. The result is 0 (non-blocker).